From a dataset of Full USPTO retrosynthesis dataset with 1.9M reactions from patents (1976-2016). Predict the reactants needed to synthesize the given product. (1) Given the product [C:5]([C:9]1[CH:14]=[CH:13][C:12]([S:15]([NH:18][C:19]2[CH:27]=[CH:26][C:25]([Cl:29])=[CH:24][C:20]=2[C:21]([Cl:3])=[O:23])(=[O:17])=[O:16])=[CH:11][CH:10]=1)([CH3:7])([CH3:8])[CH3:6], predict the reactants needed to synthesize it. The reactants are: S(Cl)([Cl:3])=O.[C:5]([C:9]1[CH:14]=[CH:13][C:12]([S:15]([NH:18][C:19]2[CH:27]=[C:26](F)[C:25]([Cl:29])=[CH:24][C:20]=2[C:21]([OH:23])=O)(=[O:17])=[O:16])=[CH:11][CH:10]=1)([CH3:8])([CH3:7])[CH3:6].CNC.C[N-]C. (2) The reactants are: [Cl:1][C:2]1[C:9]([CH3:10])=[C:8]([CH:11]2[C:18](=[O:19])[N:17]3[C@@H:13]([C@@H:14]([O:20][Si](C(C)(C)C)(C)C)[CH2:15][CH2:16]3)[C@@:12]2([OH:32])[C:28]([F:31])([F:30])[F:29])[CH:7]=[CH:6][C:3]=1[C:4]#[N:5].N1C=CC=CC=1. Given the product [Cl:1][C:2]1[C:9]([CH3:10])=[C:8]([CH:11]2[C:18](=[O:19])[N:17]3[C@@H:13]([C@@H:14]([OH:20])[CH2:15][CH2:16]3)[C@@:12]2([OH:32])[C:28]([F:29])([F:30])[F:31])[CH:7]=[CH:6][C:3]=1[C:4]#[N:5], predict the reactants needed to synthesize it. (3) Given the product [CH:1]1([N:5]2[CH2:6][CH2:7][C:8]3([CH2:13][CH2:12][N:11]([C:14]4[CH:29]=[CH:28][C:17]([C:18]([OH:20])=[O:19])=[CH:16][N:15]=4)[CH2:10][CH2:9]3)[CH2:30][CH2:31]2)[CH2:2][CH2:3][CH2:4]1, predict the reactants needed to synthesize it. The reactants are: [CH:1]1([N:5]2[CH2:31][CH2:30][C:8]3([CH2:13][CH2:12][N:11]([C:14]4[CH:29]=[CH:28][C:17]([C:18]([O:20]CC5C=CC=CC=5)=[O:19])=[CH:16][N:15]=4)[CH2:10][CH2:9]3)[CH2:7][CH2:6]2)[CH2:4][CH2:3][CH2:2]1.